Task: Regression. Given a peptide amino acid sequence and an MHC pseudo amino acid sequence, predict their binding affinity value. This is MHC class II binding data.. Dataset: Peptide-MHC class II binding affinity with 134,281 pairs from IEDB (1) The peptide sequence is KRDLKKWVERRQQAE. The MHC is DRB1_0101 with pseudo-sequence DRB1_0101. The binding affinity (normalized) is 0.297. (2) The peptide sequence is PGPNITATYGGKWLD. The MHC is HLA-DPA10301-DPB10402 with pseudo-sequence HLA-DPA10301-DPB10402. The binding affinity (normalized) is 0.0221.